The task is: Predict which catalyst facilitates the given reaction.. This data is from Catalyst prediction with 721,799 reactions and 888 catalyst types from USPTO. Reactant: Br.[Br:2][CH2:3][CH2:4][NH2:5].O.[C:7](O[C:7]([O:9][C:10]([CH3:13])([CH3:12])[CH3:11])=[O:8])([O:9][C:10]([CH3:13])([CH3:12])[CH3:11])=[O:8].[OH-].[Na+]. Product: [Br:2][CH:3]([C:7]([O:9][C:10]([CH3:13])([CH3:12])[CH3:11])=[O:8])[CH2:4][NH2:5]. The catalyst class is: 4.